Dataset: hERG Central: cardiac toxicity at 1µM, 10µM, and general inhibition. Task: Predict hERG channel inhibition at various concentrations. (1) The compound is Cc1ccc(-c2c[n+](CC(=O)Nc3nc(-c4ccc(F)cc4)cs3)c3n2CCC3)cc1.[Cl-]. Results: hERG_inhib (hERG inhibition (general)): blocker. (2) Results: hERG_inhib (hERG inhibition (general)): blocker. The drug is CC(NCc1ccc(OCc2ccc(Cl)cc2)cc1)C(O)c1ccccc1.Cl. (3) Results: hERG_inhib (hERG inhibition (general)): blocker. The molecule is Oc1ccccc1C1=Nc2ncnn2C(c2ccc(F)cc2)C1. (4) The compound is CCC(C)NC(=O)c1cn(CC)c2cc(N3CCN(C(=O)c4ccco4)CC3)c(F)cc2c1=O. Results: hERG_inhib (hERG inhibition (general)): blocker. (5) The drug is CCc1nn(CCCN2CCN(c3cccc(Cl)c3)CC2)c(=O)n1CCOc1ccccc1. Results: hERG_inhib (hERG inhibition (general)): blocker.